This data is from Catalyst prediction with 721,799 reactions and 888 catalyst types from USPTO. The task is: Predict which catalyst facilitates the given reaction. (1) Reactant: Cl[C:2](=[O:8])[C:3]([O:5][CH2:6][CH3:7])=[O:4].[Cl-].[Al+3].[Cl-].[Cl-].[Br:13][C:14]1[CH:18]=[C:17]([CH3:19])[S:16][C:15]=1[Cl:20].O. Product: [Br:13][C:14]1[C:18]([C:2](=[O:8])[C:3]([O:5][CH2:6][CH3:7])=[O:4])=[C:17]([CH3:19])[S:16][C:15]=1[Cl:20]. The catalyst class is: 4. (2) Reactant: C([O:8][C:9]1[CH:24]=[CH:23][C:12]2[CH:13]=[C:14]([C:18]([O:20][CH2:21][CH3:22])=[O:19])[CH2:15][CH2:16][O:17][C:11]=2[CH:10]=1)C1C=CC=CC=1. Product: [OH:8][C:9]1[CH:24]=[CH:23][C:12]2[CH2:13][CH:14]([C:18]([O:20][CH2:21][CH3:22])=[O:19])[CH2:15][CH2:16][O:17][C:11]=2[CH:10]=1. The catalyst class is: 29. (3) Reactant: [F:1][C:2]1[CH:3]=[C:4]([NH:15][C:16]2[N:21]=[C:20]([NH:22][C:23]3[CH:24]=[C:25]([CH2:29][C:30]#[N:31])[CH:26]=[CH:27][CH:28]=3)[CH:19]=[CH:18][N:17]=2)[CH:5]=[CH:6][C:7]=1[N:8]1[CH2:13][CH2:12][N:11]([CH3:14])[CH2:10][CH2:9]1.[CH3:32][S:33]([OH:36])(=[O:35])=[O:34]. Product: [CH3:32][S:33]([OH:36])(=[O:35])=[O:34].[F:1][C:2]1[CH:3]=[C:4]([NH:15][C:16]2[N:21]=[C:20]([NH:22][C:23]3[CH:24]=[C:25]([CH2:29][C:30]#[N:31])[CH:26]=[CH:27][CH:28]=3)[CH:19]=[CH:18][N:17]=2)[CH:5]=[CH:6][C:7]=1[N:8]1[CH2:13][CH2:12][N:11]([CH3:14])[CH2:10][CH2:9]1. The catalyst class is: 41. (4) Reactant: [CH3:1][C:2]1[CH:30]=[CH:29][CH:28]=[CH:27][C:3]=1[N:4]([C:12]1[CH:17]=[CH:16][C:15](B2OC(C)(C)C(C)(C)O2)=[CH:14][CH:13]=1)[C:5]1[CH:10]=[CH:9][CH:8]=[CH:7][C:6]=1[CH3:11].Br[C:32]1[CH:37]=[N:36][C:35]([Br:38])=[CH:34][N:33]=1.C([O-])([O-])=O.[K+].[K+].C(OCC)(=O)C.[Cl-].[Na+].O. Product: [Br:38][C:35]1[N:36]=[CH:37][C:32]([C:15]2[CH:14]=[CH:13][C:12]([N:4]([C:3]3[CH:27]=[CH:28][CH:29]=[CH:30][C:2]=3[CH3:1])[C:5]3[CH:10]=[CH:9][CH:8]=[CH:7][C:6]=3[CH3:11])=[CH:17][CH:16]=2)=[N:33][CH:34]=1. The catalyst class is: 70. (5) Reactant: [CH2:1]([O:3][C:4]([C:6]1[CH:7]=[N:8][C:9]2[C:14]([C:15]=1OS(C(F)(F)F)(=O)=O)=[CH:13][CH:12]=[C:11]([C:24]([F:27])([F:26])[F:25])[CH:10]=2)=[O:5])[CH3:2].[F:28][C:29]([F:44])([F:43])[C:30]1[CH:31]=[C:32](B(O)O)[CH:33]=[C:34]([C:36]([F:39])([F:38])[F:37])[CH:35]=1.P([O-])([O-])([O-])=O.[K+].[K+].[K+]. Product: [CH2:1]([O:3][C:4]([C:6]1[CH:7]=[N:8][C:9]2[C:14]([C:15]=1[C:32]1[CH:31]=[C:30]([C:29]([F:44])([F:43])[F:28])[CH:35]=[C:34]([C:36]([F:39])([F:38])[F:37])[CH:33]=1)=[CH:13][CH:12]=[C:11]([C:24]([F:27])([F:25])[F:26])[CH:10]=2)=[O:5])[CH3:2]. The catalyst class is: 660. (6) Reactant: [OH:1][N:2]=[C:3](Cl)[C:4]1[CH:9]=[CH:8][CH:7]=[CH:6][N:5]=1.[CH:11]1([N:14]2[C:23]3[C:18](=[CH:19][C:20]([F:31])=[C:21]([N:26]4[CH2:30][CH:29]=[CH:28][CH2:27]4)[C:22]=3[O:24][CH3:25])[C:17](=[O:32])[C:16]([C:33]([OH:35])=[O:34])=[CH:15]2)[CH2:13][CH2:12]1.C(=O)(O)[O-].[Na+]. Product: [N:5]1[CH:6]=[CH:7][CH:8]=[CH:9][C:4]=1[C:3]1[C@@H:28]2[CH2:27][N:26]([C:21]3[C:22]([O:24][CH3:25])=[C:23]4[C:18]([C:17](=[O:32])[C:16]([C:33]([OH:35])=[O:34])=[CH:15][N:14]4[CH:11]4[CH2:12][CH2:13]4)=[CH:19][C:20]=3[F:31])[CH2:30][C@@H:29]2[O:1][N:2]=1. The catalyst class is: 13. (7) Reactant: Cl[C:2]1[N:3]=[C:4]([O:25][CH:26]2[CH2:31][CH2:30][O:29][CH2:28][CH2:27]2)[C:5]2[C:10]([C:11]3[CH:16]=[CH:15][N:14]=[CH:13][CH:12]=3)=[CH:9][N:8]([CH2:17][O:18][CH2:19][CH2:20][Si:21]([CH3:24])([CH3:23])[CH3:22])[C:6]=2[N:7]=1.CC1(C)C2C=CC=C(P(C3C=CC=CC=3)C3C=CC=CC=3)C=2OC2C1=CC=CC=2P(C1C=CC=CC=1)C1C=CC=CC=1.[NH2:74][C:75]1[CH:84]=[CH:83][C:78]([C:79]([NH:81][CH3:82])=[O:80])=[CH:77][C:76]=1[O:85][CH3:86].C(=O)([O-])[O-].[Cs+].[Cs+]. Product: [CH3:86][O:85][C:76]1[CH:77]=[C:78]([CH:83]=[CH:84][C:75]=1[NH:74][C:2]1[N:3]=[C:4]([O:25][CH:26]2[CH2:27][CH2:28][O:29][CH2:30][CH2:31]2)[C:5]2[C:10]([C:11]3[CH:12]=[CH:13][N:14]=[CH:15][CH:16]=3)=[CH:9][N:8]([CH2:17][O:18][CH2:19][CH2:20][Si:21]([CH3:23])([CH3:22])[CH3:24])[C:6]=2[N:7]=1)[C:79]([NH:81][CH3:82])=[O:80]. The catalyst class is: 62.